Token-level Classification. Given an antigen amino acid sequence, predict which amino acid positions are active epitope sites capable of antibody binding. Output is a list of indices for active positions. From a dataset of B-cell epitopes from IEDB database with 3,159 antigens for binding position prediction. (1) Given the antigen sequence: MAKAAAIGIDLGTTYSCVGVFQHGKVEIIANDQGNR, which amino acid positions are active epitope sites? The epitope positions are: [12, 13, 14, 15, 16, 17, 18, 19, 20, 21, 22, 23, 24, 25, 26]. The amino acids at these positions are: TTYSCVGVFQHGKVE. (2) The epitope positions are: [568, 569, 570, 571, 572, 573, 574, 575, 576, 577, 578, 579, 580, 581, 582, 583, 584, 585, 586, 587]. The amino acids at these positions are: TTKTDSDRVLAQFDMSLAAK. Given the antigen sequence: MNTTDCFIALVQAIREIKALFLPRTTGKMELTPYNGEKKTFYSRPNNHDNCWLNAILQLFRYVEEPFFDWVYSSPENLTLEAIKQLEDLTGLELHEGGPPALVIWNIKHLLHTGIGTASRPSEVCMVDGTDMCLADFHAGIFLKGQEHAVFACVTSNGWYAIDDEDFYPWTPDPSDVLVFVPYDQEPLNGEWKAKVQRKLKGAGQSSPATGSQNQSGNTGSIINNYYMQQYQNSMDTQLGDNAISGGSNEGSTDTTSTHTTNTQNNDWFSKLASSAFSGLFGALLADKKTEETTLLEDRILTTRNGHTTSTTQSSVGVTYGYATAEDFVSGPNTSGLETRVVQAERFFKTHLFDWVTSDSFGRCHLLELPTDHKGVYGSLTDSYAYMRNGWDVEVTAVGNQFNGGCLLVAMVPELCSIQKRELYQLTLFPHQFINPRTNMTAHITVPFVGVNRYDQYKVHKPWTLVVMVVAPLTVNTEGAPQIKVYANIAPTNVHVAGEF..., which amino acid positions are active epitope sites? (3) Given the antigen sequence: MKTIIALSYILCLVFAQKLPGNDNSTATLCLGHHAVPNGTLVKTITNDQIEVTNATELVQSSSTGRICDSPHRILDGKNCTLIDALLGDPHCDGFQNKEWDLFVERSKAYSNCYPYDVPDYASLRSLVASSGTLEFINEDFNWTGVAQDGGSYACKRGSVNSFFSRLNWLHKSEYKYPALNVTMPNNGKFDKLYIWGVHHPSTDRDQTSLYVRASGRVTVSTKRSQQTVTPNIGSRPWVRGQSSRISIYWTIVKPGDILLINSTGNLIAPRGYFKIRNGKSSIMRSDAPIGTCSSECITPNGSIPNDKPFQNVNRITYGACPRYVKQNTLKLATGMRNVPEKQTRGIFGAIAGFIENGWEGMVDGWYGFRHQNSEGTGQAADLKSTQAAIDQINGKLNRLIEKTNEKFHQIEKEFSEVEGRIQDLEKYVEDTKIDLWSYNAELLVALENQHTIDLTDSEMNKLFEKTRKQLRENAEDMGNGCFKIYHKCDNACIGSIRNG..., which amino acid positions are active epitope sites? The epitope positions are: [360, 361, 362, 363, 364, 365, 366, 367]. The amino acids at these positions are: GMVDGWYG. (4) The epitope positions are: [366, 367, 368, 369, 370, 371, 372, 373]. The amino acids at these positions are: WYGYHHSN. Given the antigen sequence: MEKIVLLLAIVSLVKSDQICIGYHANNSTEQVDTIMEKNVTVAHAQDILEKTHNGKLCDLNGVKPLILRDCSVAGWLLGNPMCDEFTNVPEWSYIVEKASPANDLCYPGDFNDYEELKHLLSRINHFEKIQIIPKSSWSNHDASSGVSSACPYHGRSSFFRNVVWLIKKNSTYPTIKRSYNNTNQEDLLVLWGIHHPNDAAEQTKLYQNPTTYISVGTSTLNQRLVPEIATRPKVNGQSGRMEFFWTILKPNDAINFESNGNFIAPEYAYKIVKKGDSAIMKSELEYGNCNTKCQTPIGAINSSMPFHNIHPLTIGECPKYVKSNRLVLATGLRNTPQRERRRKKRGLFGAIAGFIEGGWQGMVDGWYGYHHSNEQGSGYAADKESTQKAIDGVTNKVNSIIDKMNTQFEAVGREFNNLERRIESLNKKMEDGFLDVWTYNAELLVLMENERTLDFHDSNVKNLYDKVRLQLRDNAKELGNGCFEFYHKCDNECMESVKN..., which amino acid positions are active epitope sites? (5) Given the antigen sequence: MGQPGNGSAFLLAPNGSHAPDHDVTQERDEVWVVGMGIVMSLIVLAIVFGNVLVITAIAKFERLQTVTNYFITSLACADLVMGLAVVPFGAAHILMKMWTFGNFWCEFWTSIDVLCVTASIETLCVIAVDRYFAITSPFKYQSLLTKNKARVIILMVWIVSGLTSFLPIQMHWYRATHQEAINCYANETCCDFFTNQAYAIASSIVSFYVPLVIMVFVYSRVFQEAKRQLQKIDKSEGRFHVQNLSQVEQDGRTGHGLRRSSKFCLKEHKALKTLGIIMGTFTLCWLPFFIVNIVHVIQDNLIRKEVYILLNWIGYVNSGFNPLIYCRSPDFRIAFQELLCLRRSSLKAYGNGYSSNGNTGEQSGYHVEQEKENKLLCEDLPGTEDFVGHQGTVPSDNIDSQGRNCSTNDSLL, which amino acid positions are active epitope sites? The epitope positions are: [174, 175, 176, 177, 178, 179]. The amino acids at these positions are: RATHQE. (6) The epitope positions are: [326, 327, 328, 329, 330, 331, 332, 333, 334, 335, 336, 337, 338, 339, 340, 341, 342, 343]. The amino acids at these positions are: PEEQVPQLIPPPIIPRAG. Given the antigen sequence: MDRVLSRADKERLLELLKLPRQLWGDFGRMQQAYKQQSLLLHPDKGGSHALMQELNSLWGTFKTEVYNLRMNLGGTGFQVRRLHADGWNLSTKDTFGDRYYQRFCRMPLTCLVNVKYSSCSCILCLLRKQHRELKDKCDARCLVLGECFCLECYMQWFGTPTRDVLNLYADFIASMPIDWLDLDVHSVYNPKRRSEELRRAATVHYTMTTGHSAMEASTSQGNGMISSESGTPATSRRLRLPSLLSNPTYSVMRSHSYPPTRVLQQIHPHILLEEDEILVLLSPMTAYPRTPPELLYPESDQDQLEPLEEEEEEYMPMEDLYLDILPEEQVPQLIPPPIIPRAGLSPWEGLILRDLQRAHFDPILDASQRMRATHRAALRAHSMQRHLRRLGRTLLLVTFLAALLGICLMLFILIKRSRHF, which amino acid positions are active epitope sites? (7) Given the antigen sequence: MTENSTSAPAAKPKRAKASKKSTDHPKYSDMIVAAIQAEKNRAGSSRQSIQKYIKSHYKVGENADSQIKLSIKRLVTTGVLKQTKGVGASGSFRLAKGDEPKRSVAFKKTKKEVKKVATPKKAAKPKKAASKAPSKKPKATPVKKAKKKPAATPKKAKKPKVVKVKPVKASKPKKAKTVKPKAKSSAKRASKKK, which amino acid positions are active epitope sites? The epitope positions are: [21, 22, 23, 24, 25, 26, 27, 28, 29, 30, 31, 32, 33, 34, 35, 36, 37, 38, 39, 40... (21 total positions)]. The amino acids at these positions are: STDHPKYSDMIVAAIQAEKNR. (8) Given the antigen sequence: MLSLFDTFSARRQENLTKSAGGAVIPGQKNTVSIFALGPSITDDNDKMTLALLFLSHSLDNEKQHAQRAGFLVSLLSMAYANPELYLTSNGNNADVKYVIYMIEKDSGRQKYSGLVVKTREMVYEKTTDWMFGSDLEYDQDNMLQNGRSTSTIEDLVHTFGYPACLGALIIQIWIILVKAITSISGLRKGFFTQLEAFRQDGTVKSSLVLSGDAVEQIGAIMRSQQSLVTLMVETLITMNTGRNDLTTIEKNIQIVGNYIRDAGLASFFNTIRYGIETRMAALTLSTLRPDINRLKALIELYLSKGPRAPFICILRDPIHGEFAPGNYPALWSYAMGVAVVQNKAMQQYVTGRSYLDIEMFQLGQAVARDAESQMNSILDEELGITQEAKQSLKKHMKKISISDTTFYKPTGGTAIEMAIDEEIEQPESRGDQDQTDDPQSSIIPYAWADEVSNKNQAGSTTDANSLGVEQRNIRDRLNKRLNEKRRQNESKSTDITNNA..., which amino acid positions are active epitope sites? The epitope positions are: [406, 407, 408, 409, 410, 411, 412]. The amino acids at these positions are: FYKPTGG. (9) Given the antigen sequence: MHHATPLITTIVGGLVLAFILGMIANKLRISPLVGYLLAGVLAGPFTPGFVADTKLAPELAELGVILLMFGVGLHFSLKDLMAVKSIAIPGAIAQIAVATLLGMALSAALGWSLMTGIVFGLCLSTASTVVLLRALEERQLIDSQRGQIAIGWLIVEDLVMVLTLVLLPAIAGMAEKGNVGFASLALDLGITIGKVVAFIAIMMLVGRRLVPWIMSRSAATGSRELFTLSVLALALGIAFGAVELFDVSFALGAFFAGMVLNESELSHRAAHDTLPLRDAFAVLFFVSVGMLFDPMVLVQQPLAVLATLAIIIFGKSAAAFFLVRMFGHSPRTALTIAASLAQIGEFAFILAGLGMALNLLPQAGQNLVLAGAIISIMLNPVLFTLLEKYLDKTETLDEQTLEEVLEDEKQVPVDICNHALLVGFGRVGSLLGEKLMAQGIPLVVVETSRTRVDELRERGISAVLGNAANEEIMELAHLDCARWLLLTIPNGYEAGEIVA..., which amino acid positions are active epitope sites? The epitope positions are: [200, 201, 202, 203, 204, 205, 206, 207, 208, 209, 210, 211, 212, 213, 214]. The amino acids at these positions are: AIMMLVGRRLVPWIM. (10) Given the antigen sequence: MRLRLRLLALLLLLLAPPARAPKPSAQDVSLGVDWLTRYGYLPPPHPAQAQLQSPEKLRDAIKVMQRFAGLPETGRMDPGTVATMRKPRCSLPDVLGVAGLVRRRRRYALSGSVWKKRTLTWRVRSFPQSSQLSQETVRVLMSYALMAWGMESGLTFHEVDSPQGQEPDILIDFARAFHQDSYPFDGLGGTLAHAFFPGEHPISGDTHFDDEETWTFGSKDGEGTDLFAVAVHEFGHALGLGHSSAPNSIMRPFYQGPVGDPDKYRLSQDDRDGLQQLYGKAPQTPYDKPTRKPLAPPPQPPASPTHSPSFPIPDRCEGNFDAIANIRGETFFFKGPWFWRLQPSGQLVSPRPARLHRFWEGLPAQVRVVQAAYARHRDGRILLFSGPQFWVFQDRQLEGGARPLTELGLPPGEEVDAVFSWPQNGKTYLVRGRQYWRYDEAAARPDPGYPRDLSLWEGAPPSPDDVTVSNAGDTYFFKGAHYWRFPKNSIKTEPDAPQP..., which amino acid positions are active epitope sites? The epitope positions are: [251, 252, 253, 254, 255, 256, 257, 258, 259, 260, 261, 262]. The amino acids at these positions are: RPFYQGPVGDPD.